From a dataset of Reaction yield outcomes from USPTO patents with 853,638 reactions. Predict the reaction yield, written as a fraction of the theoretical maximum amount of product (1.0 means a 100% yield; for example, 0.34 means a 34% yield). (1) The reactants are Cl[S:2]([C:5]1[CH:14]=[C:13]([CH2:15][NH:16][S:17]([CH3:20])(=[O:19])=[O:18])[CH:12]=[CH:11][C:6]=1[C:7]([O:9][CH3:10])=[O:8])(=[O:4])=[O:3].[NH3:21]. The catalyst is C1COCC1. The product is [S:2]([C:5]1[CH:14]=[C:13]([CH2:15][NH:16][S:17]([CH3:20])(=[O:19])=[O:18])[CH:12]=[CH:11][C:6]=1[C:7]([O:9][CH3:10])=[O:8])(=[O:4])(=[O:3])[NH2:21]. The yield is 0.800. (2) The reactants are C[O:2][C:3](=[O:19])[C:4]1[CH:9]=[C:8]([Br:10])[CH:7]=[CH:6][C:5]=1[O:11][CH:12]([C:14]([O:16]CC)=[O:15])[CH3:13].CO.[OH-].[Na+]. The catalyst is C1COCC1. The product is [Br:10][C:8]1[CH:7]=[CH:6][C:5]([O:11][CH:12]([C:14]([OH:16])=[O:15])[CH3:13])=[C:4]([CH:9]=1)[C:3]([OH:19])=[O:2]. The yield is 0.880. (3) The product is [F:18][C:15]1[CH:16]=[CH:17][C:12]([C:7]2[C:6]([C:4]3[N:3]=[CH:2][N:1]([C:24]4[CH:23]=[CH:22][CH:21]=[C:20]([F:19])[CH:25]=4)[CH:5]=3)=[C:10]([CH3:11])[O:9][N:8]=2)=[CH:13][CH:14]=1. The yield is 0.120. The reactants are [NH:1]1[CH:5]=[C:4]([C:6]2[C:7]([C:12]3[CH:17]=[CH:16][C:15]([F:18])=[CH:14][CH:13]=3)=[N:8][O:9][C:10]=2[CH3:11])[N:3]=[CH:2]1.[F:19][C:20]1[CH:21]=[C:22](B(O)O)[CH:23]=[CH:24][CH:25]=1. No catalyst specified.